Predict the reactants needed to synthesize the given product. From a dataset of Full USPTO retrosynthesis dataset with 1.9M reactions from patents (1976-2016). (1) The reactants are: [C:1](Cl)(=[O:3])[CH3:2].[NH2:5][C@H:6]1[C@@H:11]2[C@@H:9]([C@H:10]2[C:12]([O:14][C:15]([CH3:18])([CH3:17])[CH3:16])=[O:13])[C@:8]([NH:26][C:27]([O:29][C:30]([CH3:33])([CH3:32])[CH3:31])=[O:28])([C:19]([O:21][C:22]([CH3:25])([CH3:24])[CH3:23])=[O:20])[C@@H:7]1[O:34][CH2:35][C:36]1[CH:41]=[CH:40][C:39]([Cl:42])=[C:38]([Cl:43])[CH:37]=1.C(N(CC)CC)C. Given the product [C:1]([NH:5][C@H:6]1[C@@H:11]2[C@@H:9]([C@H:10]2[C:12]([O:14][C:15]([CH3:16])([CH3:17])[CH3:18])=[O:13])[C@:8]([NH:26][C:27]([O:29][C:30]([CH3:32])([CH3:33])[CH3:31])=[O:28])([C:19]([O:21][C:22]([CH3:23])([CH3:24])[CH3:25])=[O:20])[C@@H:7]1[O:34][CH2:35][C:36]1[CH:41]=[CH:40][C:39]([Cl:42])=[C:38]([Cl:43])[CH:37]=1)(=[O:3])[CH3:2], predict the reactants needed to synthesize it. (2) The reactants are: [CH3:1][NH2:2].S([O-])([O-])(=O)=[O:4].[Mg+2].[O:9]1[CH2:13][CH2:12][O:11][CH:10]1[CH2:14][N:15]1[CH2:20][CH2:19][CH:18]([CH2:21][CH2:22][C:23]2[C:27]3[CH:28]=[CH:29][C:30]([CH2:34][NH:35][CH2:36][C:37]4[CH:44]=[CH:43][C:40]([C:41]#[N:42])=[CH:39][CH:38]=4)=[C:31]([CH:32]=[O:33])[C:26]=3[O:25][N:24]=2)[CH2:17][CH2:16]1.[BH4-].[Na+].[C:47](=[O:50])([OH:49])[O-].[Na+]. Given the product [C:32]([OH:33])(=[O:4])/[CH:31]=[CH:26]/[C:47]([OH:49])=[O:50].[C:32]([OH:33])(=[O:4])/[CH:31]=[CH:26]/[C:47]([OH:49])=[O:50].[O:11]1[CH2:12][CH2:13][O:9][CH:10]1[CH2:14][N:15]1[CH2:16][CH2:17][CH:18]([CH2:21][CH2:22][C:23]2[C:27]3[CH:28]=[CH:29][C:30]([CH2:34][NH:35][CH2:36][C:37]4[CH:38]=[CH:39][C:40]([C:41]#[N:42])=[CH:43][CH:44]=4)=[C:31]([CH2:32][NH:2][CH3:1])[C:26]=3[O:25][N:24]=2)[CH2:19][CH2:20]1, predict the reactants needed to synthesize it. (3) Given the product [CH3:26][N:25]([CH3:27])[CH2:24][C@@H:23]([NH:28][C:2]1[C:3]2[N:11]=[CH:10][CH:9]=[C:8]([C:12]([NH2:14])=[O:13])[C:4]=2[N:5]=[CH:6][N:7]=1)[C:20]1[CH:21]=[CH:22][C:17]([F:16])=[C:18]([C:29]([F:30])([F:31])[F:32])[CH:19]=1, predict the reactants needed to synthesize it. The reactants are: O[C:2]1[C:3]2[N:11]=[CH:10][CH:9]=[C:8]([C:12]([NH2:14])=[O:13])[C:4]=2[N:5]=[CH:6][N:7]=1.Cl.[F:16][C:17]1[CH:22]=[CH:21][C:20]([C@H:23]([NH2:28])[CH2:24][N:25]([CH3:27])[CH3:26])=[CH:19][C:18]=1[C:29]([F:32])([F:31])[F:30]. (4) Given the product [F:26][C:24]1[CH:25]=[C:20]([CH2:19][CH2:18][C:17]([OH:29])=[O:16])[CH:21]=[C:22]([F:28])[C:23]=1[O:27][CH2:2][C:3]1[C:4]([S:9][CH2:10][CH:11]([CH3:13])[CH3:12])=[N:5][CH:6]=[CH:7][CH:8]=1, predict the reactants needed to synthesize it. The reactants are: Cl[CH2:2][C:3]1[C:4]([S:9][CH2:10][CH:11]([CH3:13])[CH3:12])=[N:5][CH:6]=[CH:7][CH:8]=1.C([O:16][C:17](=[O:29])[CH2:18][CH2:19][C:20]1[CH:25]=[C:24]([F:26])[C:23]([OH:27])=[C:22]([F:28])[CH:21]=1)C.